This data is from Reaction yield outcomes from USPTO patents with 853,638 reactions. The task is: Predict the reaction yield, written as a fraction of the theoretical maximum amount of product (1.0 means a 100% yield; for example, 0.34 means a 34% yield). (1) The yield is 1.00. The product is [CH2:14]([C:13]1[C:5]([CH2:4][C:1]([O:3][CH3:24])=[O:2])=[C:6]([C:10]([O:20][CH2:21][O:22][CH3:23])=[CH:11][C:12]=1[O:16][CH2:17][O:18][CH3:19])[C:7]([OH:9])=[O:8])[CH3:15]. The reactants are [C:1]([CH2:4][C:5]1[C:13]([CH2:14][CH3:15])=[C:12]([O:16][CH2:17][O:18][CH3:19])[CH:11]=[C:10]([O:20][CH2:21][O:22][CH3:23])[C:6]=1[C:7]([OH:9])=[O:8])([OH:3])=[O:2].[C:24](OC(=O)C)(=O)C.O.C[O-].[Na+]. The catalyst is C1(C)C=CC=CC=1. (2) The yield is 0.630. The reactants are [CH3:1][C:2]1[C:16](=[O:17])[N:15]=[C:14]2[N:4]([C@@H:5]3[O:9][C@H:8]([CH2:10][OH:11])[C@@H:7]([OH:12])[C@@H:6]3[O:13]2)[CH:3]=1.[CH3:18][O:19][CH2:20][CH2:21][O:22]B([O:22][CH2:21][CH2:20][O:19][CH3:18])[O:22][CH2:21][CH2:20][O:19][CH3:18]. The product is [CH3:18][O:19][CH2:20][CH2:21][O:22][C@@H:6]1[C@H:7]([OH:12])[C@@H:8]([CH2:10][OH:11])[O:9][C@H:5]1[N:4]1[CH:3]=[C:2]([CH3:1])[C:16](=[O:17])[NH:15][C:14]1=[O:13]. The catalyst is COCCO. (3) The reactants are O.[OH-].[Li+].[Cl:4][C:5]1[CH:27]=[C:26]([C:28]([NH:30][C@@H:31]([C:33]2[C:42]3[C:37](=[CH:38][CH:39]=[CH:40][CH:41]=3)[CH:36]=[CH:35][CH:34]=2)[CH3:32])=[O:29])[CH:25]=[C:24]([Cl:43])[C:6]=1[C:7]([NH:9][C@H:10]([C:20]([O:22]C)=[O:21])[CH2:11][NH:12][C:13]([C:15]1[S:16][CH:17]=[CH:18][CH:19]=1)=[O:14])=[O:8]. The catalyst is O.O1CCCC1.CO. The product is [Cl:4][C:5]1[CH:27]=[C:26]([C:28]([NH:30][C@@H:31]([C:33]2[C:42]3[C:37](=[CH:38][CH:39]=[CH:40][CH:41]=3)[CH:36]=[CH:35][CH:34]=2)[CH3:32])=[O:29])[CH:25]=[C:24]([Cl:43])[C:6]=1[C:7]([NH:9][C@H:10]([C:20]([OH:22])=[O:21])[CH2:11][NH:12][C:13]([C:15]1[S:16][CH:17]=[CH:18][CH:19]=1)=[O:14])=[O:8]. The yield is 0.670. (4) The reactants are O([C:9]1[CH:18]=[CH:17][C:16]2[C:11](=[CH:12][CH:13]=[CH:14][CH:15]=2)[C:10]=1[N+:19]([O-:21])=[O:20])S(C(F)(F)F)(=O)=O.[NH2:22][C:23]1[CH:24]=[C:25]([CH:28]=[CH:29][CH:30]=1)[C:26]#[N:27].C(=O)([O-])[O-].[K+].[K+].C1(P(C2C=CC=CC=2)C2C=CC=CC=2)C=CC=CC=1. The catalyst is C1C=CC([P]([Pd]([P](C2C=CC=CC=2)(C2C=CC=CC=2)C2C=CC=CC=2)([P](C2C=CC=CC=2)(C2C=CC=CC=2)C2C=CC=CC=2)[P](C2C=CC=CC=2)(C2C=CC=CC=2)C2C=CC=CC=2)(C2C=CC=CC=2)C2C=CC=CC=2)=CC=1.C1(C)C=CC=CC=1. The product is [N+:19]([C:10]1[C:11]2[C:16](=[CH:15][CH:14]=[CH:13][CH:12]=2)[CH:17]=[CH:18][C:9]=1[NH:22][C:23]1[CH:24]=[C:25]([CH:28]=[CH:29][CH:30]=1)[C:26]#[N:27])([O-:21])=[O:20]. The yield is 0.640. (5) The yield is 0.860. The reactants are [NH2:1][C:2]1[C:9]([O:10][CH3:11])=[C:8]([O:12][CH2:13][C:14]2[CH:19]=[CH:18][CH:17]=[CH:16][CH:15]=2)[CH:7]=[CH:6][C:3]=1[C:4]#[N:5].[S].[CH2:21](N)[CH2:22][NH2:23]. No catalyst specified. The product is [CH2:13]([O:12][C:8]1[C:9]([O:10][CH3:11])=[C:2]([C:3]([C:4]2[NH:23][CH2:22][CH2:21][N:5]=2)=[CH:6][CH:7]=1)[NH2:1])[C:14]1[CH:15]=[CH:16][CH:17]=[CH:18][CH:19]=1. (6) The reactants are [Cl:1][C:2]1[CH:7]=[CH:6][C:5]([C:8](=[C:11]2[CH2:16][CH2:15][O:14][CH2:13][CH2:12]2)[C:9]#[N:10])=[CH:4][CH:3]=1.N.O. The catalyst is CO.[Ni]. The product is [Cl:1][C:2]1[CH:7]=[CH:6][C:5]([CH:8]([CH:11]2[CH2:16][CH2:15][O:14][CH2:13][CH2:12]2)[CH2:9][NH2:10])=[CH:4][CH:3]=1. The yield is 0.930. (7) The reactants are [CH:1]1[C:10]2[C:5](=[CH:6][CH:7]=[CH:8][CH:9]=2)[CH:4]=[CH:3][C:2]=1[CH:11]=O.[CH3:13][O:14][C:15]1[CH:16]=[C:17]([CH:21]=[CH:22][C:23]=1[O:24][CH3:25])[CH2:18][C:19]#[N:20]. No catalyst specified. The product is [CH3:13][O:14][C:15]1[CH:16]=[C:17](/[C:18](=[CH:11]/[C:2]2[CH:3]=[CH:4][C:5]3[C:10](=[CH:9][CH:8]=[CH:7][CH:6]=3)[CH:1]=2)/[C:19]#[N:20])[CH:21]=[CH:22][C:23]=1[O:24][CH3:25]. The yield is 0.860. (8) The reactants are [C:1]([O:5][C:6]([NH:8][C@@H:9]([CH:13]([CH3:15])[CH3:14])[C:10]([OH:12])=O)=[O:7])([CH3:4])([CH3:3])[CH3:2].CN(C(O[N:24]1N=NC2C=[CH:28][CH:29]=[CH:30][C:25]1=2)=[N+](C)C)C.[B-](F)(F)(F)F.[CH3:38]N1CCOCC1.N1CCCC1. The catalyst is CN(C=O)C. The product is [CH3:14][C:13]([CH3:15])([CH3:38])[C@H:9]([NH:8][C:6](=[O:7])[O:5][C:1]([CH3:2])([CH3:3])[CH3:4])[C:10](=[O:12])[N:24]1[CH2:25][CH2:30][CH2:29][CH2:28]1. The yield is 0.740. (9) The reactants are [AlH4-].[Li+].[Br:3][C:4]1[CH:20]=[CH:19][C:7]2[C:8]3[N:9]=[C:10]([C:16](O)=[O:17])[S:11][C:12]=3[CH2:13][CH2:14][O:15][C:6]=2[CH:5]=1. The catalyst is O1CCCC1. The product is [Br:3][C:4]1[CH:20]=[CH:19][C:7]2[C:8]3[N:9]=[C:10]([CH2:16][OH:17])[S:11][C:12]=3[CH2:13][CH2:14][O:15][C:6]=2[CH:5]=1. The yield is 0.630.